Dataset: Reaction yield outcomes from USPTO patents with 853,638 reactions. Task: Predict the reaction yield, written as a fraction of the theoretical maximum amount of product (1.0 means a 100% yield; for example, 0.34 means a 34% yield). (1) The reactants are [Cl:1][C:2]1[CH:7]=[CH:6][C:5]([C:8]2(OC)[C@H:13]([OH:14])[C@@H:12]([OH:15])[C@H:11]([OH:16])[C@@H:10]([CH2:17][OH:18])[O:9]2)=[CH:4][C:3]=1[CH2:21][C:22]1[CH:27]=[CH:26][C:25]([OH:28])=[CH:24][CH:23]=1.C([SiH](CC)CC)C. The catalyst is C(Cl)Cl.C(#N)C. The product is [Cl:1][C:2]1[CH:7]=[CH:6][C:5]([CH:8]2[C@H:13]([OH:14])[C@@H:12]([OH:15])[C@H:11]([OH:16])[C@@H:10]([CH2:17][OH:18])[O:9]2)=[CH:4][C:3]=1[CH2:21][C:22]1[CH:23]=[CH:24][C:25]([OH:28])=[CH:26][CH:27]=1. The yield is 0.460. (2) The reactants are [O:1]1[CH2:6]C[C:4](=O)[CH2:3][CH2:2]1.[CH2:8]([NH2:15])[C:9]1[CH:14]=[CH:13][CH:12]=[CH:11][CH:10]=1.[C:16]([OH:19])(=O)[CH3:17].[CH2:20]=O.[ClH:22]. The catalyst is CO.O1CCOCC1. The product is [ClH:22].[CH2:8]([N:15]1[CH2:4][CH:3]2[C:16](=[O:19])[CH:17]([CH2:6][O:1][CH2:2]2)[CH2:20]1)[C:9]1[CH:14]=[CH:13][CH:12]=[CH:11][CH:10]=1. The yield is 0.130. (3) The reactants are I([O-])(=O)(=O)=O.[Na+].[O:7]([CH2:14][CH:15]([OH:18])CO)[C:8]1[CH:13]=[CH:12][CH:11]=[CH:10][CH:9]=1. The catalyst is ClCCl. The product is [O:7]([CH2:14][CH:15]=[O:18])[C:8]1[CH:13]=[CH:12][CH:11]=[CH:10][CH:9]=1. The yield is 1.00. (4) The reactants are [C:1]([Si:5]([CH3:29])([CH3:28])[O:6][C:7]1[C:8]([CH2:26][CH3:27])=[CH:9][C:10]2[CH:11]3[CH:19]([CH2:20][CH2:21][C:22]=2[CH:23]=1)[CH:18]1[C:14]([CH3:25])([C:15](=O)[CH2:16][CH2:17]1)[CH2:13][CH2:12]3)([CH3:4])([CH3:3])[CH3:2].C(OP([CH2:38][C:39]#[N:40])(=O)OCC)C. No catalyst specified. The product is [C:1]([Si:5]([CH3:29])([CH3:28])[O:6][C:7]1[C:8]([CH2:26][CH3:27])=[CH:9][C:10]2[CH:11]3[CH:19]([CH2:20][CH2:21][C:22]=2[CH:23]=1)[CH:18]1[C:14]([CH3:25])([C:15](=[CH:38][C:39]#[N:40])[CH2:16][CH2:17]1)[CH2:13][CH2:12]3)([CH3:3])([CH3:2])[CH3:4]. The yield is 0.570. (5) The reactants are O[C:2]1[CH:3]=[N:4][CH:5]=[CH:6][C:7]=1[NH:8][C:9]([C:11]1[S:12][C:13]([N+:16]([O-:18])=[O:17])=[CH:14][CH:15]=1)=[O:10].O=P12OP3(OP(OP(O3)(O1)=O)(=O)O2)=O.CC1C=CC(C)=CC=1. The catalyst is N1C=CC=CC=1. The product is [N+:16]([C:13]1[S:12][C:11]([C:9]2[O:10][C:2]3[CH:3]=[N:4][CH:5]=[CH:6][C:7]=3[N:8]=2)=[CH:15][CH:14]=1)([O-:18])=[O:17]. The yield is 0.170. (6) The reactants are [NH2:1][C:2]1[CH:33]=[CH:32][C:5]([C:6]([N:8]2[CH2:13][CH2:12][CH:11]([NH:14][C:15]3[N:20]=[C:19]([C:21]4[C:29]5[C:24](=[CH:25][CH:26]=[CH:27][CH:28]=5)[NH:23][CH:22]=4)[C:18]([C:30]#[N:31])=[CH:17][N:16]=3)[CH2:10][CH2:9]2)=[O:7])=[CH:4][CH:3]=1.C[CH2:35][N:36]([CH:40]([CH3:42])C)[CH:37](C)C.BrC/C=[CH:46]/[C:47](Cl)=[O:48].C(Cl)Cl.CNC. The catalyst is CN(C=O)C.C1COCC1. The product is [C:30]([C:18]1[C:19]([C:21]2[C:29]3[C:24](=[CH:25][CH:26]=[CH:27][CH:28]=3)[NH:23][CH:22]=2)=[N:20][C:15]([NH:14][CH:11]2[CH2:12][CH2:13][N:8]([C:6]([C:5]3[CH:32]=[CH:33][C:2]([NH:1][C:47](=[O:48])/[CH:46]=[CH:42]/[CH2:40][N:36]([CH3:35])[CH3:37])=[CH:3][CH:4]=3)=[O:7])[CH2:9][CH2:10]2)=[N:16][CH:17]=1)#[N:31]. The yield is 0.450.